Dataset: NCI-60 drug combinations with 297,098 pairs across 59 cell lines. Task: Regression. Given two drug SMILES strings and cell line genomic features, predict the synergy score measuring deviation from expected non-interaction effect. (1) Drug 1: CN(CC1=CN=C2C(=N1)C(=NC(=N2)N)N)C3=CC=C(C=C3)C(=O)NC(CCC(=O)O)C(=O)O. Drug 2: C1CC(=O)NC(=O)C1N2C(=O)C3=CC=CC=C3C2=O. Cell line: T-47D. Synergy scores: CSS=-4.97, Synergy_ZIP=3.85, Synergy_Bliss=1.20, Synergy_Loewe=-1.31, Synergy_HSA=-4.31. (2) Drug 1: CC(C1=C(C=CC(=C1Cl)F)Cl)OC2=C(N=CC(=C2)C3=CN(N=C3)C4CCNCC4)N. Drug 2: CC(CN1CC(=O)NC(=O)C1)N2CC(=O)NC(=O)C2. Cell line: UACC62. Synergy scores: CSS=12.9, Synergy_ZIP=-5.81, Synergy_Bliss=-2.83, Synergy_Loewe=-4.69, Synergy_HSA=-1.61. (3) Cell line: ACHN. Drug 2: CC1=C(C=C(C=C1)C(=O)NC2=CC(=CC(=C2)C(F)(F)F)N3C=C(N=C3)C)NC4=NC=CC(=N4)C5=CN=CC=C5. Drug 1: C1=C(C(=O)NC(=O)N1)N(CCCl)CCCl. Synergy scores: CSS=60.2, Synergy_ZIP=-0.748, Synergy_Bliss=-0.464, Synergy_Loewe=-1.79, Synergy_HSA=-1.10.